From a dataset of Reaction yield outcomes from USPTO patents with 853,638 reactions. Predict the reaction yield, written as a fraction of the theoretical maximum amount of product (1.0 means a 100% yield; for example, 0.34 means a 34% yield). (1) The reactants are [C:1]([C:3]1[CH:8]=[CH:7][C:6]([C:9]2[CH:10]=[N:11][N:12]([CH2:14][C:15]3[CH:16]=[C:17]([CH:21]=[CH:22][CH:23]=3)[C:18]([OH:20])=O)[CH:13]=2)=[CH:5][CH:4]=1)#[N:2].[C:24]([O:28][C:29](=[O:41])[NH:30][C@H:31]1[CH2:40][CH2:39][C:34]2[N:35]=[C:36]([NH2:38])[S:37][C:33]=2[CH2:32]1)([CH3:27])([CH3:26])[CH3:25].CN(C(ON1N=NC2C=CC=CC1=2)=[N+](C)C)C.[B-](F)(F)(F)F.C(N(CC)C(C)C)(C)C. The catalyst is O.CN(C=O)C. The product is [C:24]([O:28][C:29](=[O:41])[NH:30][C@H:31]1[CH2:40][CH2:39][C:34]2[N:35]=[C:36]([NH:38][C:18](=[O:20])[C:17]3[CH:21]=[CH:22][CH:23]=[C:15]([CH2:14][N:12]4[CH:13]=[C:9]([C:6]5[CH:5]=[CH:4][C:3]([C:1]#[N:2])=[CH:8][CH:7]=5)[CH:10]=[N:11]4)[CH:16]=3)[S:37][C:33]=2[CH2:32]1)([CH3:27])([CH3:25])[CH3:26]. The yield is 0.920. (2) The reactants are Br[C:2]1[C:11]2[C:6](=[CH:7][CH:8]=[CH:9][CH:10]=2)[C:5](=[O:12])[O:4][C:3]=1[C:13]([CH3:21])([CH3:20])[O:14][SiH2:15][C:16]([CH3:19])([CH3:18])[CH3:17].[F:22][C:23]1[CH:24]=[C:25](B(O)O)[CH:26]=[CH:27][C:28]=1[F:29].C([O-])([O-])=O.[Na+].[Na+]. The catalyst is O1CCOCC1.O.C1C=CC(P(C2C=CC=CC=2)[C-]2C=CC=C2)=CC=1.C1C=CC(P(C2C=CC=CC=2)[C-]2C=CC=C2)=CC=1.Cl[Pd]Cl.[Fe+2]. The product is [C:16]([SiH2:15][O:14][C:13]([CH3:21])([CH3:20])[C:3]1[O:4][C:5](=[O:12])[C:6]2[C:11]([C:2]=1[C:27]1[CH:26]=[CH:25][CH:24]=[C:23]([F:22])[C:28]=1[F:29])=[CH:10][CH:9]=[CH:8][CH:7]=2)([CH3:19])([CH3:18])[CH3:17]. The yield is 0.850. (3) The reactants are [NH:1]1[C:11]2[C:6](=[CH:7][CH:8]=[CH:9][CH:10]=2)[C:4](=O)[C:2]1=[O:3].[C:12]([C:16]1[CH:21]=[CH:20][CH:19]=[CH:18][CH:17]=1)(=O)[CH2:13][CH3:14].Cl.C(O)(=[O:25])C. No catalyst specified. The product is [CH3:14][C:13]1[C:12]([C:16]2[CH:21]=[CH:20][CH:19]=[CH:18][CH:17]=2)=[N:1][C:11]2[C:6]([C:4]=1[C:2]([OH:25])=[O:3])=[CH:7][CH:8]=[CH:9][CH:10]=2. The yield is 0.430. (4) The reactants are [CH:1]1[CH:2]=[CH:3][C:4](/[CH:7]=[CH:8]/[CH2:9][N:10]2[CH2:15][CH2:14][N:13]([CH:16]([C:23]3[CH:24]=[CH:25][CH:26]=[CH:27][CH:28]=3)[C:17]3[CH:18]=[CH:19][CH:20]=[CH:21][CH:22]=3)[CH2:12][CH2:11]2)=[CH:5][CH:6]=1.Cl.[NH4+].[CH2:31]([O:41][S:42]([O-:45])(=[O:44])=[O:43])[CH2:32][CH2:33][CH2:34][CH2:35][CH2:36][CH2:37][CH2:38][CH2:39][CH3:40]. The catalyst is C(OCC)C.C(Cl)(Cl)Cl. The yield is 0.960. The product is [CH:1]1[CH:6]=[CH:5][C:4](/[CH:7]=[CH:8]/[CH2:9][N:10]2[CH2:11][CH2:12][N:13]([CH:16]([C:17]3[CH:22]=[CH:21][CH:20]=[CH:19][CH:18]=3)[C:23]3[CH:28]=[CH:27][CH:26]=[CH:25][CH:24]=3)[CH2:14][CH2:15]2)=[CH:3][CH:2]=1.[CH2:31]([O:41][S:42]([O-:45])(=[O:44])=[O:43])[CH2:32][CH2:33][CH2:34][CH2:35][CH2:36][CH2:37][CH2:38][CH2:39][CH3:40]. (5) The reactants are C([O:3][C:4]([C:6]1[C:15](=[O:16])[C:14]2[C:9](=[CH:10][CH:11]=[CH:12][C:13]=2[OH:17])[NH:8][CH:7]=1)=[O:5])C. The catalyst is [OH-].[Na+]. The product is [OH:17][C:13]1[CH:12]=[CH:11][CH:10]=[C:9]2[C:14]=1[C:15](=[O:16])[C:6]([C:4]([OH:5])=[O:3])=[CH:7][NH:8]2. The yield is 0.870. (6) The reactants are [H-].[Na+].[N:3]1([C:10]2[C:19]3[C:14](=[CH:15][C:16]([CH2:20][OH:21])=[CH:17][CH:18]=3)[N:13]=[C:12]([CH3:22])[CH:11]=2)[CH2:9][CH2:8][CH2:7][CH2:6][CH2:5][CH2:4]1.Br[CH2:24][CH2:25][O:26][CH3:27]. The catalyst is CN(C)C=O. The product is [N:3]1([C:10]2[C:19]3[C:14](=[CH:15][C:16]([CH2:20][O:21][CH2:24][CH2:25][O:26][CH3:27])=[CH:17][CH:18]=3)[N:13]=[C:12]([CH3:22])[CH:11]=2)[CH2:4][CH2:5][CH2:6][CH2:7][CH2:8][CH2:9]1. The yield is 0.330. (7) The reactants are [C:1](#[N:8])[C:2]1[CH:7]=[CH:6][CH:5]=[CH:4][CH:3]=1.S(=O)(=O)(O)[OH:10].[C:14]([OH:17])(=[O:16])[CH3:15].[C:18]([OH:21])(=[O:20])[CH3:19].[CH2:22]([C:42]1[C:47]([OH:48])=[C:46]([CH3:49])[C:45]([CH3:50])=[C:44]([OH:51])[C:43]=1[CH3:52])/[CH:23]=[C:24](/[CH2:26][CH2:27][CH2:28][C@@H:29]([CH2:31][CH2:32][CH2:33][C@@H:34]([CH2:36][CH2:37][CH2:38][CH:39]([CH3:41])[CH3:40])[CH3:35])[CH3:30])\[CH3:25]. The catalyst is C(O)(=O)C. The product is [C:14]([OH:17])(=[O:16])[CH3:15].[C:18]([OH:21])(=[O:20])[CH3:19].[CH3:49][C:46]1[C:47]([OH:48])=[C:42]([CH2:22][CH2:23][C:24]([CH3:25])([NH:8][C:1](=[O:10])[C:2]2[CH:7]=[CH:6][CH:5]=[CH:4][CH:3]=2)[CH2:26][CH2:27][CH2:28][CH:29]([CH3:30])[CH2:31][CH2:32][CH2:33][CH:34]([CH3:35])[CH2:36][CH2:37][CH2:38][CH:39]([CH3:40])[CH3:41])[C:43]([CH3:52])=[C:44]([OH:51])[C:45]=1[CH3:50]. The yield is 0.880. (8) The reactants are [C:1]([C:3]1([NH:20][C:21]2[CH:26]=[CH:25][CH:24]=[C:23]([F:27])[CH:22]=2)[CH2:8][CH2:7][N:6]([C:9]([O:11][CH2:12][C:13]2[CH:18]=[CH:17][CH:16]=[CH:15][CH:14]=2)=[O:10])[C@@H:5]([CH3:19])[CH2:4]1)#[N:2].N.O. The catalyst is [Ni]. The product is [NH2:2][CH2:1][C:3]1([NH:20][C:21]2[CH:26]=[CH:25][CH:24]=[C:23]([F:27])[CH:22]=2)[CH2:8][CH2:7][N:6]([C:9]([O:11][CH2:12][C:13]2[CH:18]=[CH:17][CH:16]=[CH:15][CH:14]=2)=[O:10])[C@@H:5]([CH3:19])[CH2:4]1. The yield is 0.720. (9) The reactants are Cl[C:2]1[N:7]=[C:6]([Cl:8])[N:5]=[C:4]([N:9]2[CH:14]([CH3:15])[CH2:13][O:12][CH2:11][CH:10]2[CH3:16])[N:3]=1.[CH3:17][NH:18][C:19]([NH:21][C:22]1[CH:27]=[CH:26][C:25](B2OC(C)(C)C(C)(C)O2)=[CH:24][CH:23]=1)=[O:20]. No catalyst specified. The product is [Cl:8][C:6]1[N:5]=[C:4]([N:9]2[CH:14]([CH3:15])[CH2:13][O:12][CH2:11][CH:10]2[CH3:16])[N:3]=[C:2]([C:25]2[CH:24]=[CH:23][C:22]([NH:21][C:19]([NH:18][CH3:17])=[O:20])=[CH:27][CH:26]=2)[N:7]=1. The yield is 0.160. (10) The reactants are C(OC([NH:11][C@@H:12]([C:19](=[O:29])[NH:20][CH2:21][C:22]([O:24][C:25]([CH3:28])([CH3:27])[CH3:26])=[O:23])[C:13]1[CH:18]=[CH:17][CH:16]=[CH:15][CH:14]=1)=O)C1C=CC=CC=1. The catalyst is CCO.C1(C)C=CC=CC=1.[Pd]. The product is [C:25]([O:24][C:22]([CH2:21][NH:20][C:19]([C@H:12]([NH2:11])[C:13]1[CH:18]=[CH:17][CH:16]=[CH:15][CH:14]=1)=[O:29])=[O:23])([CH3:28])([CH3:26])[CH3:27]. The yield is 0.990.